Dataset: Peptide-MHC class I binding affinity with 185,985 pairs from IEDB/IMGT. Task: Regression. Given a peptide amino acid sequence and an MHC pseudo amino acid sequence, predict their binding affinity value. This is MHC class I binding data. The peptide sequence is FADATPTGWGL. The MHC is Patr-B0101 with pseudo-sequence Patr-B0101. The binding affinity (normalized) is 0.375.